This data is from Peptide-MHC class I binding affinity with 185,985 pairs from IEDB/IMGT. The task is: Regression. Given a peptide amino acid sequence and an MHC pseudo amino acid sequence, predict their binding affinity value. This is MHC class I binding data. (1) The peptide sequence is RQLESRLGY. The MHC is HLA-A03:01 with pseudo-sequence HLA-A03:01. The binding affinity (normalized) is 0.619. (2) The peptide sequence is GPRWPRRMP. The MHC is HLA-B51:01 with pseudo-sequence HLA-B51:01. The binding affinity (normalized) is 0.0847. (3) The peptide sequence is IYPGIKTKHL. The MHC is Mamu-A01 with pseudo-sequence Mamu-A01. The binding affinity (normalized) is 0.682. (4) The peptide sequence is TEGEGRVIL. The MHC is HLA-B15:09 with pseudo-sequence HLA-B15:09. The binding affinity (normalized) is 0.0847. (5) The peptide sequence is SRTPSGKRL. The MHC is HLA-B58:01 with pseudo-sequence HLA-B58:01. The binding affinity (normalized) is 0.0847. (6) The peptide sequence is RQMKSGGRF. The MHC is HLA-B58:01 with pseudo-sequence HLA-B58:01. The binding affinity (normalized) is 0.0847.